Task: Binary Classification. Given a drug SMILES string, predict its activity (active/inactive) in a high-throughput screening assay against a specified biological target.. Dataset: HIV replication inhibition screening data with 41,000+ compounds from the AIDS Antiviral Screen (1) The molecule is CC(=O)OC(OC(C)=O)c1ccc2ccc3cccc4ccc1c2c34. The result is 0 (inactive). (2) The molecule is CCOC(=O)c1ccc(N2C(=O)c3cccc4cccc(c34)C2=O)cc1. The result is 0 (inactive). (3) The result is 0 (inactive). The compound is CCCCCCCCCCCCCCCCN1C(=O)C(=Cc2ccc(O)cc2)SC1=Nc1ccccc1. (4) The molecule is C=C1c2nc3ccccc3n2C=C(c2ccc(Cl)cc2)N1c1ccccc1. The result is 0 (inactive). (5) The compound is Cc1ccc(Sc2cc([N+](=O)[O-])cc(Sc3ccc(C)cc3)c2Sc2ccc(C)cc2)cc1. The result is 0 (inactive). (6) The drug is Cl.NCCCCC(NC(=O)C(N)Cc1ccc(O)cc1)C(=O)NC(CCCCN)C(=O)NC(CCCCN)C(=O)ON1C(=O)CCC1=O. The result is 1 (active). (7) The drug is CN(C)CC1CCCC(CN2CCCCC2)C1=O.Cl. The result is 1 (active).